This data is from Catalyst prediction with 721,799 reactions and 888 catalyst types from USPTO. The task is: Predict which catalyst facilitates the given reaction. (1) Reactant: [H-].[Na+].[CH2:3]([OH:6])[CH2:4][OH:5].[H][H].Br[CH2:10][C:11]1[CH:16]=[CH:15][C:14]([C:17]([F:20])([F:19])[F:18])=[CH:13][CH:12]=1.[Cl-].[NH4+]. Product: [F:18][C:17]([F:19])([F:20])[C:14]1[CH:15]=[CH:16][C:11]([CH2:10][O:5][CH2:4][CH2:3][OH:6])=[CH:12][CH:13]=1. The catalyst class is: 134. (2) Reactant: C(N(CC)CC)C.Cl.Cl.[NH2:10][C@H:11]1[CH:16]2[CH2:17][CH2:18][N:13]([CH2:14][CH2:15]2)[CH2:12]1.[CH3:19][O:20][C:21]1[CH:29]=[CH:28][CH:27]=[CH:26][C:22]=1[C:23](O)=[O:24].[I-].ClC1C=CC=C[N+]=1C. Product: [CH3:19][O:20][C:21]1[CH:29]=[CH:28][CH:27]=[CH:26][C:22]=1[C:23]([NH:10][C@H:11]1[CH:16]2[CH2:17][CH2:18][N:13]([CH2:14][CH2:15]2)[CH2:12]1)=[O:24]. The catalyst class is: 192. (3) Reactant: [CH2:1]([O:8][C:9]([NH:11][C@@H:12]1[CH2:17][N:16]([C:18]([O:20][C:21]([CH3:24])([CH3:23])[CH3:22])=[O:19])[CH2:15][C@H:14](C(O)=O)[CH2:13]1)=[O:10])[C:2]1[CH:7]=[CH:6][CH:5]=[CH:4][CH:3]=1.C(N1C=CN=C1)(N1C=CN=C1)=O.[CH2:40]([O:42][C:43](=[O:48])[CH2:44][C:45]([K])=[O:46])[CH3:41].[Cl-].[Mg+2].[Cl-]. Product: [CH2:1]([O:8][C:9]([NH:11][C@H:12]1[CH2:13][C@@H:14]([C:45](=[O:46])[CH2:44][C:43]([O:42][CH2:40][CH3:41])=[O:48])[CH2:15][N:16]([C:18]([O:20][C:21]([CH3:24])([CH3:22])[CH3:23])=[O:19])[CH2:17]1)=[O:10])[C:2]1[CH:3]=[CH:4][CH:5]=[CH:6][CH:7]=1. The catalyst class is: 295. (4) Reactant: [Cl:1][C:2]1[CH:19]=[CH:18][CH:17]=[CH:16][C:3]=1[C:4]([C:6]1[CH:15]=[CH:14][C:9]2[NH:10][C:11](=[O:13])[S:12][C:8]=2[CH:7]=1)=[O:5].C(=O)([O-])[O-].[K+].[K+].Cl[CH2:27][CH2:28][O:29][C:30]1[CH:45]=[CH:44][C:33]([CH:34]=[C:35]([C:40]([O:42][CH3:43])=[O:41])[C:36]([O:38][CH3:39])=[O:37])=[CH:32][CH:31]=1. Product: [Cl:1][C:2]1[CH:19]=[CH:18][CH:17]=[CH:16][C:3]=1[C:4]([C:6]1[CH:15]=[CH:14][C:9]2[N:10]([CH2:27][CH2:28][O:29][C:30]3[CH:31]=[CH:32][C:33]([CH:34]=[C:35]([C:40]([O:42][CH3:43])=[O:41])[C:36]([O:38][CH3:39])=[O:37])=[CH:44][CH:45]=3)[C:11](=[O:13])[S:12][C:8]=2[CH:7]=1)=[O:5]. The catalyst class is: 3.